This data is from NCI-60 drug combinations with 297,098 pairs across 59 cell lines. The task is: Regression. Given two drug SMILES strings and cell line genomic features, predict the synergy score measuring deviation from expected non-interaction effect. Drug 1: C1C(C(OC1N2C=C(C(=O)NC2=O)F)CO)O. Drug 2: CC(C)CN1C=NC2=C1C3=CC=CC=C3N=C2N. Cell line: SR. Synergy scores: CSS=64.9, Synergy_ZIP=6.49, Synergy_Bliss=4.08, Synergy_Loewe=-16.1, Synergy_HSA=4.49.